This data is from Full USPTO retrosynthesis dataset with 1.9M reactions from patents (1976-2016). The task is: Predict the reactants needed to synthesize the given product. (1) Given the product [C:10]([NH2:9])(=[O:17])[C:11]1[CH:16]=[CH:15][CH:14]=[CH:13][CH:12]=1, predict the reactants needed to synthesize it. The reactants are: NC1C=CC2N=C([NH:9][C:10](=[O:17])[C:11]3[CH:16]=[CH:15][CH:14]=[CH:13][CH:12]=3)SC=2C=1.ClC1C2C(=CC(OC)=C(OC)C=2)N=CN=1.C(=O)([O-])O.[Na+]. (2) Given the product [CH2:40]([N:37]([CH2:38][CH3:39])[CH2:36][CH2:35][NH:34][C:32](=[O:33])[C:31]1[CH:42]=[CH:43][C:28]([NH:27][C:10](=[O:12])[CH2:9][O:8][CH2:1][C:2]2[CH:3]=[CH:4][CH:5]=[CH:6][CH:7]=2)=[CH:29][C:30]=1[O:44][CH3:45])[CH3:41], predict the reactants needed to synthesize it. The reactants are: [CH2:1]([O:8][CH2:9][C:10]([OH:12])=O)[C:2]1[CH:7]=[CH:6][CH:5]=[CH:4][CH:3]=1.C(Cl)Cl.CN(C)CCCN=C=NCC.[NH2:27][C:28]1[CH:43]=[CH:42][C:31]([C:32]([NH:34][CH2:35][CH2:36][N:37]([CH2:40][CH3:41])[CH2:38][CH3:39])=[O:33])=[C:30]([O:44][CH3:45])[CH:29]=1. (3) Given the product [C:1]([O:5][C:6](=[O:47])[C@@H:7]([NH:20][C:21](=[O:46])[CH2:22][CH2:23][CH2:24][CH2:25][CH2:26][CH2:27][CH2:28][CH2:29][CH2:30][CH2:31][CH2:32][C:33]1[CH:34]=[CH:35][C:36]([C:39]([O:41][C:42]([CH3:45])([CH3:44])[CH3:43])=[O:40])=[CH:37][CH:38]=1)[CH2:8][CH2:9][C:10]([OH:12])=[O:11])([CH3:4])([CH3:2])[CH3:3], predict the reactants needed to synthesize it. The reactants are: [C:1]([O:5][C:6](=[O:47])[C@@H:7]([NH:20][C:21](=[O:46])[CH2:22][CH2:23][CH2:24][CH2:25][CH2:26][CH2:27][CH2:28][CH2:29][CH2:30][CH2:31][CH2:32][C:33]1[CH:38]=[CH:37][C:36]([C:39]([O:41][C:42]([CH3:45])([CH3:44])[CH3:43])=[O:40])=[CH:35][CH:34]=1)[CH2:8][CH2:9][C:10]([O:12]CC1C=CC=CC=1)=[O:11])([CH3:4])([CH3:3])[CH3:2]. (4) The reactants are: [N:1]1([C:7]2[N:15]=[C:14]([C:16]3[CH:17]=[C:18]([CH2:22][OH:23])[CH:19]=[CH:20][CH:21]=3)[N:13]=[C:12]3[C:8]=2[N:9]=[CH:10][N:11]3[CH:24]2[CH2:29][CH2:28][NH:27][CH2:26][CH2:25]2)[CH2:6][CH2:5][O:4][CH2:3][CH2:2]1.[BH3-]C#N.[Na+].F[C:35]1[CH:42]=[CH:41][CH:40]=[CH:39][C:36]=1[CH:37]=O. Given the product [CH2:37]([N:27]1[CH2:28][CH2:29][CH:24]([N:11]2[CH:10]=[N:9][C:8]3[C:12]2=[N:13][C:14]([C:16]2[CH:17]=[C:18]([CH2:22][OH:23])[CH:19]=[CH:20][CH:21]=2)=[N:15][C:7]=3[N:1]2[CH2:6][CH2:5][O:4][CH2:3][CH2:2]2)[CH2:25][CH2:26]1)[C:36]1[CH:39]=[CH:40][CH:41]=[CH:42][CH:35]=1, predict the reactants needed to synthesize it. (5) Given the product [N+:1]([C:4]1[CH:9]=[CH:8][CH:7]=[CH:6][C:5]=1[CH2:10][CH2:13][CH2:12][C:11]#[N:14])([O-:3])=[O:2], predict the reactants needed to synthesize it. The reactants are: [N+:1]([C:4]1[CH:9]=[CH:8][CH:7]=[CH:6][C:5]=1[CH3:10])([O-:3])=[O:2].[C:11](#[N:14])[CH:12]=[CH2:13]. (6) Given the product [Cl:19][C:11]1[CH:10]=[CH:9][C:8]([N:7]2[C:5](=[O:6])[NH:4][N:3]=[CH:1]2)=[CH:13][C:12]=1[C:14]([OH:16])=[O:15], predict the reactants needed to synthesize it. The reactants are: [CH:1]([NH:3][NH:4][C:5]([NH:7][C:8]1[CH:13]=[C:12]([C:14]([O:16]C)=[O:15])[CH:11]=[CH:10][C:9]=1Cl)=[O:6])=O.[ClH:19].